This data is from Catalyst prediction with 721,799 reactions and 888 catalyst types from USPTO. The task is: Predict which catalyst facilitates the given reaction. (1) Reactant: [N:1]1[CH:6]=[CH:5][N:4]=[CH:3][C:2]=1/[CH:7]=[CH:8]/[C:9]1[C:17]2[C:12](=[CH:13][C:14](/[CH:18]=[C:19]3/[C:20](=[O:28])[NH:21][C:22]4[C:27]/3=[CH:26][CH:25]=[CH:24][CH:23]=4)=[CH:15][CH:16]=2)[N:11](COCC[Si](C)(C)C)[N:10]=1.[F-].C([N+](CCCC)(CCCC)CCCC)CCC. Product: [N:1]1[CH:6]=[CH:5][N:4]=[CH:3][C:2]=1/[CH:7]=[CH:8]/[C:9]1[C:17]2[C:12](=[CH:13][C:14]([CH:18]=[C:19]3[C:27]4[C:22](=[CH:23][CH:24]=[CH:25][CH:26]=4)[NH:21][C:20]3=[O:28])=[CH:15][CH:16]=2)[NH:11][N:10]=1. The catalyst class is: 1. (2) Reactant: Cl[C:2]1[CH:7]=[CH:6][NH:5][C:4](=[O:8])[C:3]=1[C:9]1[NH:29][C:12]2=[CH:13][C:14]3[C:15](=[O:28])[N:16]([CH:21]4[CH2:26][CH2:25][N:24]([CH3:27])[CH2:23][CH2:22]4)[C:17](=[O:20])[C:18]=3[CH:19]=[C:11]2[N:10]=1.[F:30][C:31]1[CH:36]=[CH:35][C:34]([F:37])=[CH:33][C:32]=1[CH2:38][CH:39]([NH2:41])[CH3:40].C(N(CC)C(C)C)(C)C. Product: [F:30][C:31]1[CH:36]=[CH:35][C:34]([F:37])=[CH:33][C:32]=1[CH2:38][CH:39]([NH:41][C:2]1[CH:7]=[CH:6][NH:5][C:4](=[O:8])[C:3]=1[C:9]1[NH:29][C:12]2=[CH:13][C:14]3[C:15](=[O:28])[N:16]([CH:21]4[CH2:26][CH2:25][N:24]([CH3:27])[CH2:23][CH2:22]4)[C:17](=[O:20])[C:18]=3[CH:19]=[C:11]2[N:10]=1)[CH3:40]. The catalyst class is: 51. (3) Reactant: [Cl:1][C:2]1[CH:28]=[CH:27][C:5]2[N:6]3[C:10]([CH2:11][NH:12][CH2:13][C:4]=2[CH:3]=1)=[N:9][N:8]=[C:7]3[C@H:14]1[CH2:19][CH2:18][C@H:17]([C:20]2[C:25]([F:26])=[CH:24][CH:23]=[CH:22][N:21]=2)[CH2:16][CH2:15]1.C(N(CC)CC)C.[C:36](Cl)(=[O:38])[CH3:37]. Product: [Cl:1][C:2]1[CH:28]=[CH:27][C:5]2[N:6]3[C:10]([CH2:11][N:12]([C:36](=[O:38])[CH3:37])[CH2:13][C:4]=2[CH:3]=1)=[N:9][N:8]=[C:7]3[C@H:14]1[CH2:19][CH2:18][C@H:17]([C:20]2[C:25]([F:26])=[CH:24][CH:23]=[CH:22][N:21]=2)[CH2:16][CH2:15]1. The catalyst class is: 4. (4) Reactant: [Cl:1][C:2]1[N:3]=[C:4]([N:18]2[CH2:23][CH2:22][O:21][CH2:20][CH2:19]2)[C:5]2[CH:10]=[C:9]([CH2:11][N:12]3[CH2:17][CH2:16][NH:15][CH2:14][CH2:13]3)[S:8][C:6]=2[N:7]=1.[S:24]1[CH:28]=[CH:27][CH:26]=[C:25]1[S:29](Cl)(=[O:31])=[O:30]. Product: [Cl:1][C:2]1[N:3]=[C:4]([N:18]2[CH2:19][CH2:20][O:21][CH2:22][CH2:23]2)[C:5]2[CH:10]=[C:9]([CH2:11][N:12]3[CH2:17][CH2:16][N:15]([S:29]([C:25]4[S:24][CH:28]=[CH:27][CH:26]=4)(=[O:31])=[O:30])[CH2:14][CH2:13]3)[S:8][C:6]=2[N:7]=1. The catalyst class is: 347.